This data is from Peptide-MHC class I binding affinity with 185,985 pairs from IEDB/IMGT. The task is: Regression. Given a peptide amino acid sequence and an MHC pseudo amino acid sequence, predict their binding affinity value. This is MHC class I binding data. (1) The peptide sequence is ALLFLMSFT. The MHC is HLA-A02:02 with pseudo-sequence HLA-A02:02. The binding affinity (normalized) is 0.265. (2) The peptide sequence is LLALGCYSQV. The MHC is HLA-A02:03 with pseudo-sequence HLA-A02:03. The binding affinity (normalized) is 0.765. (3) The peptide sequence is ANTMAMMAR. The MHC is HLA-A11:01 with pseudo-sequence HLA-A11:01. The binding affinity (normalized) is 0.196. (4) The peptide sequence is SFQQPQQQY. The MHC is HLA-A26:01 with pseudo-sequence HLA-A26:01. The binding affinity (normalized) is 0.0125.